Dataset: Forward reaction prediction with 1.9M reactions from USPTO patents (1976-2016). Task: Predict the product of the given reaction. (1) Given the reactants FC(F)(F)C(O)=O.[CH2:8]([O:12][C:13]1[NH:14][C:15]([NH2:24])=[C:16]2[C:20]([N:21]=1)=[N:19][C:18]([O:22][CH3:23])=[N:17]2)[CH2:9][CH2:10][CH3:11].Br[CH2:26][CH2:27][CH2:28][CH2:29][CH:30]1[CH2:35][CH2:34][CH2:33][CH2:32][O:31]1, predict the reaction product. The product is: [CH2:8]([O:12][C:13]1[N:21]=[C:20]2[C:16]([N:17]=[C:18]([O:22][CH3:23])[N:19]2[CH2:26][CH2:27][CH2:28][CH2:29][CH:30]2[CH2:35][CH2:34][CH2:33][CH2:32][O:31]2)=[C:15]([NH2:24])[N:14]=1)[CH2:9][CH2:10][CH3:11]. (2) Given the reactants [CH3:1][N:2]([CH3:29])[C:3]1[CH:15]=[CH:14][C:13]2[C:12]3[C:7](=[CH:8][C:9]([Sn](CCCC)(CCCC)CCCC)=[CH:10][CH:11]=3)C[C:5]=2[CH:4]=1.IC1C=CC([OH:37])=CC=1.C([O-])([O-])=O.[K+].[K+], predict the reaction product. The product is: [CH3:1][N:2]([CH3:29])[C:3]1[CH:15]=[CH:14][C:13]([C:12]2[CH:7]=[CH:8][C:9]([OH:37])=[CH:10][CH:11]=2)=[CH:5][CH:4]=1. (3) Given the reactants [CH3:1][C:2]1([CH3:25])[C:10]2[C:5](=[CH:6][C:7]([N+:11]([O-])=O)=[CH:8][CH:9]=2)[N:4]([C:14](=[O:24])[CH2:15][NH:16][C:17]([O:19][C:20]([CH3:23])([CH3:22])[CH3:21])=[O:18])[CH2:3]1.O, predict the reaction product. The product is: [NH2:11][C:7]1[CH:6]=[C:5]2[C:10]([C:2]([CH3:25])([CH3:1])[CH2:3][N:4]2[C:14](=[O:24])[CH2:15][NH:16][C:17]([O:19][C:20]([CH3:22])([CH3:21])[CH3:23])=[O:18])=[CH:9][CH:8]=1. (4) Given the reactants [CH:1]([N:14]1[C:22]2[C:17](=[CH:18][C:19]([Cl:23])=[CH:20][CH:21]=2)[CH:16]=[C:15]1[CH2:24][CH2:25][NH:26][S:27]([CH2:30][C:31]1[C:36]([CH3:37])=[CH:35][CH:34]=[CH:33][C:32]=1[CH3:38])(=[O:29])=[O:28])([C:8]1[CH:13]=[CH:12][CH:11]=[CH:10][CH:9]=1)[C:2]1[CH:7]=[CH:6][CH:5]=[CH:4][CH:3]=1.C([O:41][C:42](=[O:53])[C:43]1[CH:48]=[CH:47][C:46]([CH2:49][CH2:50][CH:51]=O)=[CH:45][CH:44]=1)C.C([SiH](CC)CC)C.B(F)(F)F.CCOCC.FC(F)(F)C(O)=O.[OH-].[Na+].C(O)(=O)C, predict the reaction product. The product is: [CH:1]([N:14]1[C:22]2[C:17](=[CH:18][C:19]([Cl:23])=[CH:20][CH:21]=2)[C:16]([CH2:51][CH2:50][CH2:49][C:46]2[CH:47]=[CH:48][C:43]([C:42]([OH:53])=[O:41])=[CH:44][CH:45]=2)=[C:15]1[CH2:24][CH2:25][NH:26][S:27]([CH2:30][C:31]1[C:36]([CH3:37])=[CH:35][CH:34]=[CH:33][C:32]=1[CH3:38])(=[O:29])=[O:28])([C:2]1[CH:3]=[CH:4][CH:5]=[CH:6][CH:7]=1)[C:8]1[CH:9]=[CH:10][CH:11]=[CH:12][CH:13]=1. (5) Given the reactants [O:1]1[CH:5]=[CH:4][CH:3]=[C:2]1[C:6]1[C:11]([C:12]2[CH:17]=[CH:16][N:15]=[CH:14][CH:13]=2)=[CH:10][C:9]([NH2:18])=[C:8]([NH2:19])[N:7]=1.[CH2:20](OC(OCC)(OCC)C)[CH3:21].O.C(=O)([O-])O.[Na+], predict the reaction product. The product is: [O:1]1[CH:5]=[CH:4][CH:3]=[C:2]1[C:6]1[N:7]=[C:8]2[NH:19][C:20]([CH3:21])=[N:18][C:9]2=[CH:10][C:11]=1[C:12]1[CH:17]=[CH:16][N:15]=[CH:14][CH:13]=1. (6) Given the reactants Cl.[Cl:2][CH2:3][CH2:4][CH2:5][S:6][C:7]1[CH:12]=[CH:11][C:10]([F:13])=[CH:9][C:8]=1[NH:14]N.O.Cl.[NH:18]1[CH2:23][CH2:22][C:21](=O)[CH2:20][CH2:19]1.Cl, predict the reaction product. The product is: [ClH:2].[Cl:2][CH2:3][CH2:4][CH2:5][S:6][C:7]1[C:8]2[NH:14][C:21]3[CH2:22][CH2:23][NH:18][CH2:19][C:20]=3[C:9]=2[C:10]([F:13])=[CH:11][CH:12]=1.